This data is from CYP2C9 inhibition data for predicting drug metabolism from PubChem BioAssay. The task is: Regression/Classification. Given a drug SMILES string, predict its absorption, distribution, metabolism, or excretion properties. Task type varies by dataset: regression for continuous measurements (e.g., permeability, clearance, half-life) or binary classification for categorical outcomes (e.g., BBB penetration, CYP inhibition). Dataset: cyp2c9_veith. (1) The molecule is c1nc(N2CCNCC2)c2cc(-c3ccc4c(c3)OCO4)ccc2n1. The result is 0 (non-inhibitor). (2) The molecule is COc1ccc(CNC(=O)C(c2ccc(C)cc2)N(Cc2cccs2)C(=O)c2ccc3c(c2)OCCO3)cc1. The result is 1 (inhibitor). (3) The molecule is NC12CC3CC(CC(C3)C1)C2. The result is 0 (non-inhibitor). (4) The compound is C/C(=C\c1ccc(C(=O)O)cc1)c1ccc2c(c1)C(C)(C)CCC2(C)C. The result is 0 (non-inhibitor). (5) The compound is N#CCCn1c(=O)c(-c2ccc(F)cc2)nc2cnc(Oc3ccccc3)nc21. The result is 0 (non-inhibitor). (6) The drug is CC(=O)c1cccc(NC(=O)/C(=C\c2ccco2)NC(=O)c2cccs2)c1. The result is 1 (inhibitor).